From a dataset of Reaction yield outcomes from USPTO patents with 853,638 reactions. Predict the reaction yield, written as a fraction of the theoretical maximum amount of product (1.0 means a 100% yield; for example, 0.34 means a 34% yield). (1) The reactants are C([N:8]1[CH2:12][CH2:11][C:10]([CH2:18][F:19])([C:13]([O:15][CH2:16][CH3:17])=[O:14])[CH2:9]1)C1C=CC=CC=1.C([O-])=O.[NH4+]. The catalyst is CO.C(OCC)(=O)C.[Pd]. The product is [F:19][CH2:18][C:10]1([C:13]([O:15][CH2:16][CH3:17])=[O:14])[CH2:11][CH2:12][NH:8][CH2:9]1. The yield is 0.500. (2) The reactants are [O-2].[Nd+3:2].[O-2].[O-2].[Nd+3].[Nd].[Cl-].[Nd+3].[Cl-].[Cl-].[CH2:11]([CH:13]([CH2:28][CH2:29][CH2:30][CH3:31])[CH2:14][O:15][P:16](=[O:27])([OH:26])[O:17][CH2:18][CH:19]([CH2:24][CH3:25])[CH2:20][CH2:21][CH2:22][CH3:23])[CH3:12].CC1CCCCC1. The catalyst is O. The product is [CH2:11]([CH:13]([CH2:28][CH2:29][CH2:30][CH3:31])[CH2:14][O:15][P:16]([O-:27])([O:17][CH2:18][CH:19]([CH2:24][CH3:25])[CH2:20][CH2:21][CH2:22][CH3:23])=[O:26])[CH3:12].[Nd+:2]. The yield is 0.980. (3) The reactants are [I:1][C:2]1[CH:3]=[CH:4][C:5]2[O:9][C:8]([C:10]([OH:12])=O)=[C:7]([CH3:13])[C:6]=2[C:14]=1[O:15][CH3:16].[CH3:17][O:18][C:19](=[O:41])[C@@H:20]([NH:24][S:25]([C:28]1[CH:33]=[CH:32][C:31]([C:34]2[CH:39]=[CH:38][C:37]([NH2:40])=[CH:36][CH:35]=2)=[CH:30][CH:29]=1)(=[O:27])=[O:26])[CH:21]([CH3:23])[CH3:22].F[P-](F)(F)(F)(F)F.N1(O[P+](N(C)C)(N(C)C)N(C)C)C2C=CC=CC=2N=N1.C(N(CC)C(C)C)(C)C. The catalyst is [Cl-].[Na+].O.CN(C=O)C. The product is [CH3:17][O:18][C:19](=[O:41])[C@@H:20]([NH:24][S:25]([C:28]1[CH:33]=[CH:32][C:31]([C:34]2[CH:35]=[CH:36][C:37]([NH:40][C:10]([C:8]3[O:9][C:5]4[CH:4]=[CH:3][C:2]([I:1])=[C:14]([O:15][CH3:16])[C:6]=4[C:7]=3[CH3:13])=[O:12])=[CH:38][CH:39]=2)=[CH:30][CH:29]=1)(=[O:27])=[O:26])[CH:21]([CH3:23])[CH3:22]. The yield is 0.470. (4) The reactants are [OH-].[Na+].[CH3:3][N:4]1[C:8]([C:9]2[CH:10]=[C:11]([NH:23]C(=O)C)[CH:12]=[CH:13][C:14]=2[O:15][CH2:16][C:17]([CH3:22])([N+:19]([O-:21])=[O:20])[CH3:18])=[CH:7][CH:6]=[N:5]1. The catalyst is O.CO. The product is [CH3:3][N:4]1[C:8]([C:9]2[CH:10]=[C:11]([CH:12]=[CH:13][C:14]=2[O:15][CH2:16][C:17]([CH3:22])([N+:19]([O-:21])=[O:20])[CH3:18])[NH2:23])=[CH:7][CH:6]=[N:5]1. The yield is 0.740. (5) The reactants are [Cl:1][C:2]1[C:11]2[CH2:10][N:9]([C@H:12]([C:16]([CH3:19])([CH3:18])[CH3:17])[C:13](O)=[O:14])[C:8](=[O:20])[C:7]3=[CH:21][NH:22][C:5]([C:6]=23)=[N:4][CH:3]=1.Cl.[NH:24]1[CH2:27][CH:26]([C:28]#[N:29])[CH2:25]1.CN(C(ON1N=NC2C=CC=NC1=2)=[N+](C)C)C.F[P-](F)(F)(F)(F)F.CN1CCOCC1. The catalyst is C1COCC1. The product is [Cl:1][C:2]1[C:11]2[CH2:10][N:9]([C@H:12]([C:16]([CH3:18])([CH3:19])[CH3:17])[C:13]([N:24]3[CH2:27][CH:26]([C:28]#[N:29])[CH2:25]3)=[O:14])[C:8](=[O:20])[C:7]3=[CH:21][NH:22][C:5]([C:6]=23)=[N:4][CH:3]=1. The yield is 0.137. (6) The reactants are [Cl:1][C:2]1[CH:3]=[N:4][N:5]([CH3:41])[C:6]=1[C:7]1[CH:8]=[C:9]([C:14]([NH:16][C@@H:17]([CH2:30][C:31]2[CH:36]=[CH:35][CH:34]=[CH:33][C:32]=2[C:37]([F:40])([F:39])[F:38])[CH2:18][N:19]2C(=O)C3C(=CC=CC=3)C2=O)=[O:15])[O:10][C:11]=1[CH2:12][CH3:13].NN. The catalyst is O1CCCC1.CO. The product is [NH2:19][CH2:18][C@@H:17]([NH:16][C:14]([C:9]1[O:10][C:11]([CH2:12][CH3:13])=[C:7]([C:6]2[N:5]([CH3:41])[N:4]=[CH:3][C:2]=2[Cl:1])[CH:8]=1)=[O:15])[CH2:30][C:31]1[CH:36]=[CH:35][CH:34]=[CH:33][C:32]=1[C:37]([F:40])([F:39])[F:38]. The yield is 0.700. (7) The reactants are [CH:1]1([N:7]([CH:18]2[CH2:23][CH2:22][CH2:21][CH2:20][CH2:19]2)[C:8]([NH:10][C:11]2[S:12][C:13]([CH:16]=O)=[CH:14][N:15]=2)=[O:9])[CH2:6][CH2:5][CH2:4][CH2:3][CH2:2]1.Cl.[CH3:25][S:26]([N:29]1[CH2:34][CH2:33][NH:32][CH2:31][CH2:30]1)(=[O:28])=[O:27].C(O[BH-](OC(=O)C)OC(=O)C)(=O)C.[Na+]. No catalyst specified. The product is [CH:1]1([N:7]([CH:18]2[CH2:23][CH2:22][CH2:21][CH2:20][CH2:19]2)[C:8]([NH:10][C:11]2[S:12][C:13]([CH2:16][N:32]3[CH2:33][CH2:34][N:29]([S:26]([CH3:25])(=[O:28])=[O:27])[CH2:30][CH2:31]3)=[CH:14][N:15]=2)=[O:9])[CH2:6][CH2:5][CH2:4][CH2:3][CH2:2]1. The yield is 0.380. (8) The reactants are [Br:1][C:2]1[CH:7]=[CH:6][C:5]([NH:8][C:9](=[NH:20])[C:10]([C:13]2[CH:18]=[CH:17][CH:16]=[CH:15][C:14]=2[F:19])([CH3:12])[CH3:11])=[CH:4][CH:3]=1.C([O-])(O)=O.[Na+].Br[CH2:27][C:28](=O)[C:29]([O:31][CH2:32][CH3:33])=[O:30]. The catalyst is C1COCC1. The product is [Br:1][C:2]1[CH:3]=[CH:4][C:5]([N:8]2[CH:27]=[C:28]([C:29]([O:31][CH2:32][CH3:33])=[O:30])[N:20]=[C:9]2[C:10]([C:13]2[CH:18]=[CH:17][CH:16]=[CH:15][C:14]=2[F:19])([CH3:12])[CH3:11])=[CH:6][CH:7]=1. The yield is 0.670.